Predict which catalyst facilitates the given reaction. From a dataset of Catalyst prediction with 721,799 reactions and 888 catalyst types from USPTO. (1) Reactant: Br[C:2]1[N:3]([C:13]2[N:14]=[CH:15][N:16]=[C:17]([NH2:20])[C:18]=2[N:19]=1)[C@@H:4]1[O:12][C@H:9]([CH2:10][OH:11])[C@@H:7]([OH:8])[C@H:5]1[OH:6].Cl.[Br:22][C:23]1[CH:30]=[CH:29][C:26]([CH2:27][NH2:28])=[CH:25][CH:24]=1.C(N(CC)CC)C. Product: [Br:22][C:23]1[CH:30]=[CH:29][C:26]([CH2:27][NH:28][C:2]2[N:3]([C:13]3[N:14]=[CH:15][N:16]=[C:17]([NH2:20])[C:18]=3[N:19]=2)[C@@H:4]2[O:12][C@H:9]([CH2:10][OH:11])[C@@H:7]([OH:8])[C@H:5]2[OH:6])=[CH:25][CH:24]=1. The catalyst class is: 8. (2) Reactant: [CH3:1][O:2][C:3](=[O:22])[C:4]1[C:9](Cl)=[CH:8][C:7]([CH3:11])=[N:6][C:5]=1[O:12][C:13]1[C:18]([CH3:19])=[CH:17][C:16]([CH3:20])=[CH:15][C:14]=1[CH3:21].[CH2:23]([CH:25]([NH2:28])[CH2:26][CH3:27])[CH3:24]. Product: [CH3:1][O:2][C:3](=[O:22])[C:4]1[C:9]([NH:28][CH:25]([CH2:26][CH3:27])[C:23]#[CH:24])=[CH:8][C:7]([CH3:11])=[N:6][C:5]=1[O:12][C:13]1[C:18]([CH3:19])=[CH:17][C:16]([CH3:20])=[CH:15][C:14]=1[CH3:21]. The catalyst class is: 16. (3) Reactant: [OH:1][C:2]([C@H:9]1[CH2:14][CH2:13][C@H:12]([C:15]([O:17][CH2:18][CH2:19][CH2:20][CH3:21])=[O:16])[CH2:11][CH2:10]1)([C:4]1[S:5][CH:6]=[CH:7][N:8]=1)[CH3:3].C1C(=O)N([Br:29])C(=O)C1.S([O-])([O-])=O.[Na+].[Na+]. Product: [Br:29][C:6]1[S:5][C:4]([C:2]([C@H:9]2[CH2:14][CH2:13][C@H:12]([C:15]([O:17][CH2:18][CH2:19][CH2:20][CH3:21])=[O:16])[CH2:11][CH2:10]2)([OH:1])[CH3:3])=[N:8][CH:7]=1. The catalyst class is: 303. (4) Reactant: C[O:2][C:3]([C:5]1[O:9][N:8]=[C:7]([C:10]([CH3:13])([CH3:12])[CH3:11])[C:6]=1[CH3:14])=[O:4].[OH-].[Na+]. Product: [C:10]([C:7]1[C:6]([CH3:14])=[C:5]([C:3]([OH:4])=[O:2])[O:9][N:8]=1)([CH3:13])([CH3:11])[CH3:12]. The catalyst class is: 5. (5) Reactant: [CH3:1][O:2][C:3](=[O:23])[C@H:4]([CH2:13][C:14]1[CH:19]=[CH:18][C:17]([N+:20]([O-])=O)=[CH:16][CH:15]=1)[NH:5][C:6]([O:8][C:9]([CH3:12])([CH3:11])[CH3:10])=[O:7].[Cl-].[NH4+].CO. Product: [CH3:1][O:2][C:3](=[O:23])[C@H:4]([CH2:13][C:14]1[CH:19]=[CH:18][C:17]([NH2:20])=[CH:16][CH:15]=1)[NH:5][C:6]([O:8][C:9]([CH3:12])([CH3:10])[CH3:11])=[O:7]. The catalyst class is: 739. (6) Reactant: [C:1]1([CH:7]([C:26]2[CH:31]=[CH:30][CH:29]=[CH:28][CH:27]=2)[N:8]2[CH2:11][C:10]([NH:18][CH2:19][C:20]3[CH:25]=[CH:24][CH:23]=[CH:22][CH:21]=3)([C:12]([NH:14][CH:15]([CH3:17])[CH3:16])=O)[CH2:9]2)[CH:6]=[CH:5][CH:4]=[CH:3][CH:2]=1.[H-].[Al+3].[Li+].[H-].[H-].[H-]. Product: [C:26]1([CH:7]([C:1]2[CH:2]=[CH:3][CH:4]=[CH:5][CH:6]=2)[N:8]2[CH2:11][C:10]([CH2:12][NH:14][CH:15]([CH3:17])[CH3:16])([NH:18][CH2:19][C:20]3[CH:21]=[CH:22][CH:23]=[CH:24][CH:25]=3)[CH2:9]2)[CH:31]=[CH:30][CH:29]=[CH:28][CH:27]=1. The catalyst class is: 7. (7) Reactant: [OH:1][CH:2]([C:27]1[N:32]=[C:31]2[CH2:33][O:34]C(C3C=CC=CC=3)[O:36][C:30]2=[CH:29][CH:28]=1)[CH2:3][NH:4][CH2:5][CH2:6][C:7]1[CH:26]=[CH:25][C:10]([O:11][CH2:12][CH2:13][O:14][CH2:15][C:16]2[CH:17]=[C:18]([CH:22]=[CH:23][CH:24]=2)[C:19]([NH2:21])=[O:20])=[CH:9][CH:8]=1. Product: [OH:1][CH:2]([C:27]1[CH:28]=[CH:29][C:30]([OH:36])=[C:31]([CH2:33][OH:34])[N:32]=1)[CH2:3][NH:4][CH2:5][CH2:6][C:7]1[CH:26]=[CH:25][C:10]([O:11][CH2:12][CH2:13][O:14][CH2:15][C:16]2[CH:17]=[C:18]([CH:22]=[CH:23][CH:24]=2)[C:19]([NH2:21])=[O:20])=[CH:9][CH:8]=1. The catalyst class is: 313. (8) Reactant: [H-].[Na+].[CH3:3][S:4]([CH:7]([CH3:13])[C:8]([O:10][CH2:11][CH3:12])=[O:9])(=[O:6])=[O:5].[I-].[K+].Br[CH2:17][CH2:18][C:19]#[CH:20]. Product: [CH3:13][C:7]([S:4]([CH3:3])(=[O:5])=[O:6])([CH2:20][CH2:19][C:18]#[CH:17])[C:8]([O:10][CH2:11][CH3:12])=[O:9]. The catalyst class is: 9.